Dataset: NCI-60 drug combinations with 297,098 pairs across 59 cell lines. Task: Regression. Given two drug SMILES strings and cell line genomic features, predict the synergy score measuring deviation from expected non-interaction effect. (1) Drug 1: CC(C)(C#N)C1=CC(=CC(=C1)CN2C=NC=N2)C(C)(C)C#N. Drug 2: CC1=C2C(C(=O)C3(C(CC4C(C3C(C(C2(C)C)(CC1OC(=O)C(C(C5=CC=CC=C5)NC(=O)OC(C)(C)C)O)O)OC(=O)C6=CC=CC=C6)(CO4)OC(=O)C)O)C)O. Cell line: UO-31. Synergy scores: CSS=-3.73, Synergy_ZIP=1.80, Synergy_Bliss=-0.440, Synergy_Loewe=-3.90, Synergy_HSA=-4.80. (2) Drug 1: C1=CC=C(C(=C1)C(C2=CC=C(C=C2)Cl)C(Cl)Cl)Cl. Drug 2: C1CN(P(=O)(OC1)NCCCl)CCCl. Cell line: M14. Synergy scores: CSS=3.29, Synergy_ZIP=0.282, Synergy_Bliss=1.11, Synergy_Loewe=1.22, Synergy_HSA=1.24.